From a dataset of Full USPTO retrosynthesis dataset with 1.9M reactions from patents (1976-2016). Predict the reactants needed to synthesize the given product. Given the product [Cl:21][C:22]1[CH:27]=[CH:26][C:25]([NH:28][C:29]([CH:4]2[C:5](=[O:12])[CH:6]3[C:9]([CH3:10])([CH3:11])[C@:2]([CH3:1])([CH2:8][CH2:7]3)[C:3]2=[O:13])=[O:30])=[CH:24][C:23]=1[C:31]([F:32])([F:33])[F:34], predict the reactants needed to synthesize it. The reactants are: [CH3:1][C@@:2]12[C:9]([CH3:11])([CH3:10])[CH:6]([CH2:7][CH2:8]1)[C:5](=[O:12])[CH2:4][C:3]2=[O:13].C(N(CC)CC)C.[Cl:21][C:22]1[CH:27]=[CH:26][C:25]([N:28]=[C:29]=[O:30])=[CH:24][C:23]=1[C:31]([F:34])([F:33])[F:32].Cl.